This data is from Reaction yield outcomes from USPTO patents with 853,638 reactions. The task is: Predict the reaction yield, written as a fraction of the theoretical maximum amount of product (1.0 means a 100% yield; for example, 0.34 means a 34% yield). (1) The reactants are C(OC(=O)[NH:10][CH2:11][CH2:12][CH2:13][CH2:14][C:15]1[CH:20]=[CH:19][C:18]([O:21][CH2:22][CH2:23][NH:24][C:25]([O:27][C:28]([CH3:31])([CH3:30])[CH3:29])=[O:26])=[CH:17][CH:16]=1)C1C=CC=CC=1.[H][H]. The catalyst is [Pd].C(O)C. The product is [C:28]([O:27][C:25](=[O:26])[NH:24][CH2:23][CH2:22][O:21][C:18]1[CH:19]=[CH:20][C:15]([CH2:14][CH2:13][CH2:12][CH2:11][NH2:10])=[CH:16][CH:17]=1)([CH3:31])([CH3:29])[CH3:30]. The yield is 0.980. (2) The reactants are [Cl:1][C:2]1[CH:3]=[C:4]([N:9]=[CH:10][C:11]2[CH:16]=[CH:15][N:14]=[C:13]([C:17]3[CH:18]=[N:19][CH:20]=[CH:21][CH:22]=3)[C:12]=2[OH:23])[CH:5]=[CH:6][C:7]=1[F:8].[Si]([C:28]#[N:29])(C)(C)C. The catalyst is C(Cl)Cl. The product is [Cl:1][C:2]1[CH:3]=[C:4]([NH:9][C:10]2[C:11]3[C:12](=[C:13]([C:17]4[CH:18]=[N:19][CH:20]=[CH:21][CH:22]=4)[N:14]=[CH:15][CH:16]=3)[O:23][C:28]=2[NH2:29])[CH:5]=[CH:6][C:7]=1[F:8]. The yield is 0.460. (3) The reactants are C(OC([N:8]1[CH2:13][CH2:12][N:11]([C:14](=[S:33])[O:15][CH2:16][C:17]2[CH:22]=[CH:21][C:20]([O:23][S:24]([C:27]3[CH:32]=[CH:31][CH:30]=[CH:29][CH:28]=3)(=[O:26])=[O:25])=[CH:19][CH:18]=2)[CH2:10][CH2:9]1)=O)(C)(C)C.[ClH:34]. The catalyst is C(OCC)(=O)C. The product is [ClH:34].[N:11]1([C:14](=[S:33])[O:15][CH2:16][C:17]2[CH:22]=[CH:21][C:20]([O:23][S:24]([C:27]3[CH:28]=[CH:29][CH:30]=[CH:31][CH:32]=3)(=[O:26])=[O:25])=[CH:19][CH:18]=2)[CH2:12][CH2:13][NH:8][CH2:9][CH2:10]1. The yield is 0.780. (4) The reactants are [C:1]([O:5][C:6](=[O:32])[NH:7][C:8]1[CH:13]=[CH:12][C:11]([S:14][C:15]2[CH:20]=[CH:19][C:18]([C:21](=[O:30])[NH:22][C:23]3[CH:28]=[CH:27][CH:26]=[C:25]([Br:29])[CH:24]=3)=[CH:17][C:16]=2[NH2:31])=[CH:10][CH:9]=1)([CH3:4])([CH3:3])[CH3:2].C([C:35]1[C:36]([N:42]=[CH:43][N:44]([CH3:46])C)=[N:37][C:38]([CH3:41])=[CH:39][CH:40]=1)#N. No catalyst specified. The product is [C:1]([O:5][C:6](=[O:32])[NH:7][C:8]1[CH:9]=[CH:10][C:11]([S:14][C:15]2[CH:20]=[CH:19][C:18]([C:21](=[O:30])[NH:22][C:23]3[CH:28]=[CH:27][CH:26]=[C:25]([Br:29])[CH:24]=3)=[CH:17][C:16]=2[NH:31][C:46]2[C:35]3[CH:40]=[CH:39][C:38]([CH3:41])=[N:37][C:36]=3[N:42]=[CH:43][N:44]=2)=[CH:12][CH:13]=1)([CH3:4])([CH3:2])[CH3:3]. The yield is 0.210. (5) The reactants are [F:1][C:2]([F:17])([F:16])[C:3]1[CH:8]=[CH:7][C:6]([C:9]2[CH:10]=[CH:11][C:12]([NH2:15])=[N:13][CH:14]=2)=[CH:5][CH:4]=1.[CH2:18]1[C:23](=O)N(Br)[C:20](=O)[CH2:19]1.[C:26]([O-])(O)=O.[Na+].[C:31](#N)[CH3:32]. No catalyst specified. The product is [CH:32]1([C:11]2[C:12]3[N:13]([C:19]([C:18]#[CH:23])=[CH:20][N:15]=3)[CH:14]=[C:9]([C:6]3[CH:5]=[CH:4][C:3]([C:2]([F:1])([F:16])[F:17])=[CH:8][CH:7]=3)[CH:10]=2)[CH2:31][CH2:26]1. The yield is 0.710. (6) The reactants are [Cl:1][C:2]1[CH:10]=[C:9]2[C:5]([C:6]3([O:16][CH2:15][CH2:14][CH2:13][O:12]3)[C:7](=[O:11])[NH:8]2)=[CH:4][CH:3]=1.[OH-].[C:18](#[N:21])[CH:19]=[CH2:20].O. The catalyst is CN(C=O)C. The product is [Cl:1][C:2]1[CH:10]=[C:9]2[C:5]([C:6]3([O:16][CH2:15][CH2:14][CH2:13][O:12]3)[C:7](=[O:11])[N:8]2[CH2:20][CH2:19][C:18]#[N:21])=[CH:4][CH:3]=1. The yield is 0.730.